From a dataset of NCI-60 drug combinations with 297,098 pairs across 59 cell lines. Regression. Given two drug SMILES strings and cell line genomic features, predict the synergy score measuring deviation from expected non-interaction effect. (1) Drug 1: C1CCC(C(C1)N)N.C(=O)(C(=O)[O-])[O-].[Pt+4]. Drug 2: COCCOC1=C(C=C2C(=C1)C(=NC=N2)NC3=CC=CC(=C3)C#C)OCCOC.Cl. Cell line: HT29. Synergy scores: CSS=13.4, Synergy_ZIP=-2.12, Synergy_Bliss=-3.32, Synergy_Loewe=-18.3, Synergy_HSA=-4.52. (2) Drug 1: CC1C(C(CC(O1)OC2CC(CC3=C2C(=C4C(=C3O)C(=O)C5=C(C4=O)C(=CC=C5)OC)O)(C(=O)C)O)N)O.Cl. Drug 2: C1CN1P(=S)(N2CC2)N3CC3. Cell line: CCRF-CEM. Synergy scores: CSS=49.2, Synergy_ZIP=-1.27, Synergy_Bliss=-0.997, Synergy_Loewe=-18.2, Synergy_HSA=0.709. (3) Drug 1: CN(C)N=NC1=C(NC=N1)C(=O)N. Drug 2: CN(CC1=CN=C2C(=N1)C(=NC(=N2)N)N)C3=CC=C(C=C3)C(=O)NC(CCC(=O)O)C(=O)O. Cell line: NCI-H322M. Synergy scores: CSS=-13.7, Synergy_ZIP=8.12, Synergy_Bliss=3.09, Synergy_Loewe=-9.39, Synergy_HSA=-9.39. (4) Drug 1: CC1=C2C(C(=O)C3(C(CC4C(C3C(C(C2(C)C)(CC1OC(=O)C(C(C5=CC=CC=C5)NC(=O)C6=CC=CC=C6)O)O)OC(=O)C7=CC=CC=C7)(CO4)OC(=O)C)O)C)OC(=O)C. Drug 2: CCN(CC)CCCC(C)NC1=C2C=C(C=CC2=NC3=C1C=CC(=C3)Cl)OC. Synergy scores: CSS=10.7, Synergy_ZIP=-1.56, Synergy_Bliss=-1.13, Synergy_Loewe=-23.8, Synergy_HSA=-0.726. Cell line: A549. (5) Drug 1: CC(C)(C#N)C1=CC(=CC(=C1)CN2C=NC=N2)C(C)(C)C#N. Drug 2: C1=NNC2=C1C(=O)NC=N2. Cell line: HCC-2998. Synergy scores: CSS=2.22, Synergy_ZIP=0.00648, Synergy_Bliss=0.600, Synergy_Loewe=1.70, Synergy_HSA=-0.644. (6) Drug 1: C1=CC(=CC=C1CCC2=CNC3=C2C(=O)NC(=N3)N)C(=O)NC(CCC(=O)O)C(=O)O. Drug 2: C1=NC2=C(N=C(N=C2N1C3C(C(C(O3)CO)O)F)Cl)N. Cell line: HCT-15. Synergy scores: CSS=53.0, Synergy_ZIP=-3.30, Synergy_Bliss=-3.71, Synergy_Loewe=-4.42, Synergy_HSA=0.496.